Dataset: hERG Central: cardiac toxicity at 1µM, 10µM, and general inhibition. Task: Predict hERG channel inhibition at various concentrations. (1) The molecule is CC(C)(C)CN1CCN(Cc2nc(-c3ccc(F)cc3)cs2)CC1CCO. Results: hERG_inhib (hERG inhibition (general)): blocker. (2) The drug is C/C(=N\Nc1nc2ccccc2[nH]1)c1ccccn1. Results: hERG_inhib (hERG inhibition (general)): blocker. (3) The compound is O=C(Nc1ccc(C(=O)NCCCN2CCN(c3ccc(F)cc3)CC2)cc1)C1=CSCCO1. Results: hERG_inhib (hERG inhibition (general)): blocker. (4) The molecule is CC(OC(=O)CCN1C(=O)c2cccc([N+](=O)[O-])c2C1=O)C(=O)Nc1cc(Cl)cc(Cl)c1. Results: hERG_inhib (hERG inhibition (general)): blocker. (5) The molecule is CCN(CC)Cc1ccccc1Sc1ccccc1.O=C(O)/C=C\C(=O)O. Results: hERG_inhib (hERG inhibition (general)): blocker. (6) The compound is Cc1ccc(OCC(O)CN2CC3(C)CC2CC(C)(C)C3)cc1.O=C(O)C(=O)O. Results: hERG_inhib (hERG inhibition (general)): blocker. (7) The drug is CCOC(=O)N1CCN(Cc2nc(N)nc(Nc3ccc(Cl)cc3)n2)CC1. Results: hERG_inhib (hERG inhibition (general)): blocker.